This data is from Reaction yield outcomes from USPTO patents with 853,638 reactions. The task is: Predict the reaction yield, written as a fraction of the theoretical maximum amount of product (1.0 means a 100% yield; for example, 0.34 means a 34% yield). (1) The reactants are [OH:1][CH2:2][CH2:3][N:4]1[C:12]2[C:7](=[CH:8][C:9]([O:13][CH2:14][C:15]3[CH:20]=[CH:19][CH:18]=[CH:17][CH:16]=3)=[CH:10][CH:11]=2)[CH:6]=[CH:5]1.[C:21](OC(=O)C)(=[O:23])[CH3:22].C(N(CC)CC)C. The catalyst is CN(C1C=CN=CC=1)C.C1COCC1. The product is [C:21]([O:1][CH2:2][CH2:3][N:4]1[C:12]2[C:7](=[CH:8][C:9]([O:13][CH2:14][C:15]3[CH:20]=[CH:19][CH:18]=[CH:17][CH:16]=3)=[CH:10][CH:11]=2)[CH:6]=[CH:5]1)(=[O:23])[CH3:22]. The yield is 0.990. (2) The reactants are [I:1][C:2]1[CH:3]=[C:4]2[C:8](=[CH:9][CH:10]=1)[N:7]([CH:11]1[CH2:16][CH2:15][CH2:14][CH2:13][O:12]1)[N:6]=[C:5]2[CH:17]=O.[CH3:19][N:20]([CH2:28][CH2:29][NH:30][CH3:31])[C:21](=[O:27])[O:22][C:23]([CH3:26])([CH3:25])[CH3:24].C([BH3-])#N.[Na+]. The catalyst is CO.O.[Cl-].[Zn+2].[Cl-]. The product is [I:1][C:2]1[CH:3]=[C:4]2[C:8](=[CH:9][CH:10]=1)[N:7]([CH:11]1[CH2:16][CH2:15][CH2:14][CH2:13][O:12]1)[N:6]=[C:5]2[CH2:17][N:30]([CH3:31])[CH2:29][CH2:28][N:20]([CH3:19])[C:21](=[O:27])[O:22][C:23]([CH3:24])([CH3:25])[CH3:26]. The yield is 0.687. (3) The reactants are C([O:5][C:6]([CH:8]1[CH:12]([C:13]2[CH:18]=[CH:17][CH:16]=[C:15]([Cl:19])[C:14]=2[F:20])[C:11]([C:23]2[CH:28]=[CH:27][C:26]([Cl:29])=[CH:25][C:24]=2[F:30])([C:21]#[N:22])[CH:10]([CH2:31][C:32]([C:35]([O:37][CH2:38][C:39]2[CH:44]=[CH:43][CH:42]=[CH:41][CH:40]=2)=[O:36])([CH3:34])[CH3:33])[NH:9]1)=[O:7])(C)(C)C.[F:45][C:46]([F:51])([F:50])[C:47]([OH:49])=[O:48]. The catalyst is ClCCl. The product is [F:45][C:46]([F:51])([F:50])[C:47]([OH:49])=[O:48].[CH2:38]([O:37][C:35]([C:32]([CH3:34])([CH3:33])[CH2:31][CH:10]1[NH:9][CH:8]([C:6]([OH:7])=[O:5])[CH:12]([C:13]2[CH:18]=[CH:17][CH:16]=[C:15]([Cl:19])[C:14]=2[F:20])[C:11]1([C:23]1[CH:28]=[CH:27][C:26]([Cl:29])=[CH:25][C:24]=1[F:30])[C:21]#[N:22])=[O:36])[C:39]1[CH:44]=[CH:43][CH:42]=[CH:41][CH:40]=1. The yield is 0.860. (4) The catalyst is ClCCl. The reactants are [CH3:1][O:2][C:3]1[CH:8]=[CH:7][CH:6]=[CH:5][C:4]=1[OH:9].C(N(CC)CC)C.[CH3:17][S:18](Cl)(=[O:20])=[O:19]. The product is [CH3:17][S:18]([O:9][C:4]1[CH:5]=[CH:6][CH:7]=[CH:8][C:3]=1[O:2][CH3:1])(=[O:20])=[O:19]. The yield is 1.00. (5) The reactants are [CH3:1][N:2]([CH2:13][C:14]1[N:18]([C@H:19]2[CH2:24][CH2:23][C@H:22]([NH:25]C(=O)OC(C)(C)C)[CH2:21][CH2:20]2)[C:17]2[CH:33]=[CH:34][CH:35]=[CH:36][C:16]=2[N:15]=1)[CH:3]1[C:12]2[N:11]=[CH:10][CH:9]=[CH:8][C:7]=2[CH2:6][CH2:5][CH2:4]1.FC(F)(F)C(O)=O.ClCCl. No catalyst specified. The product is [NH2:25][C@H:22]1[CH2:23][CH2:24][C@H:19]([N:18]2[C:17]3[CH:33]=[CH:34][CH:35]=[CH:36][C:16]=3[N:15]=[C:14]2[CH2:13][N:2]([CH3:1])[CH:3]2[C:12]3[N:11]=[CH:10][CH:9]=[CH:8][C:7]=3[CH2:6][CH2:5][CH2:4]2)[CH2:20][CH2:21]1. The yield is 0.920. (6) The yield is 0.840. No catalyst specified. The reactants are [CH3:1][O:2][C:3]([CH:5]1[CH:7]([CH3:8])[N:6]1[S:9]([C:12]1[CH:17]=[CH:16][C:15]([O:18][CH2:19][C:20]2[CH:25]=[CH:24][CH:23]=[CH:22][CH:21]=2)=[CH:14][CH:13]=1)(=[O:11])=[O:10])=[O:4].B(F)(F)F.[CH3:30][CH2:31][O:32]CC.[Br:35]C(O)C. The product is [CH3:1][O:2][C:3](=[O:4])[CH:5]([NH:6][S:9]([C:12]1[CH:13]=[CH:14][C:15]([O:18][CH2:19][C:20]2[CH:25]=[CH:24][CH:23]=[CH:22][CH:21]=2)=[CH:16][CH:17]=1)(=[O:11])=[O:10])[CH:7]([O:32][CH2:31][CH2:30][Br:35])[CH3:8]. (7) The reactants are [NH2:1][CH:2]([C:6]([F:9])([F:8])[F:7])[C:3]([OH:5])=[O:4].C[N+](C)(C)C.[C:15](O[C:15]([O:17][C:18]([CH3:21])([CH3:20])[CH3:19])=[O:16])([O:17][C:18]([CH3:21])([CH3:20])[CH3:19])=[O:16]. The catalyst is C(#N)C. The product is [C:18]([O:17][C:15]([NH:1][CH:2]([C:6]([F:9])([F:8])[F:7])[C:3]([OH:5])=[O:4])=[O:16])([CH3:21])([CH3:20])[CH3:19]. The yield is 0.750. (8) The reactants are C([CH2:8][NH:9][CH2:10][CH2:11][N:12]1[CH2:17][CH2:16][CH:15]([O:18][C:19](=[O:33])[NH:20][C:21]2[CH:26]=[CH:25][CH:24]=[CH:23][C:22]=2[C:27]2[CH:32]=[CH:31][CH:30]=[CH:29][CH:28]=2)[CH2:14][CH2:13]1)C1C=CC=CC=1.CCO.C(OC(C)C)(=O)C. The catalyst is C(Cl)Cl. The product is [CH3:8][NH:9][CH2:10][CH2:11][N:12]1[CH2:17][CH2:16][CH:15]([O:18][C:19](=[O:33])[NH:20][C:21]2[CH:26]=[CH:25][CH:24]=[CH:23][C:22]=2[C:27]2[CH:32]=[CH:31][CH:30]=[CH:29][CH:28]=2)[CH2:14][CH2:13]1. The yield is 0.700. (9) The reactants are Cl.[Cl:2][C:3]1[CH:8]=[CH:7][C:6]([C:9]2[C:17]3[C:12](=[CH:13][C:14]([O:18][CH2:19][CH2:20][N:21]4[CH2:26][CH2:25][N:24]([S:27]([CH3:30])(=[O:29])=[O:28])[CH2:23][CH2:22]4)=[CH:15][CH:16]=3)[C:11](=[O:31])[C:10]=2C2C=CC(F)=C(F)C=2)=[CH:5][CH:4]=1.O1CCN(CCOC2C=C3C(C(C4C=CC=CC=4)=C(Br)C3=O)=CC=2)CC1.[N:66]1[CH:71]=[C:70](B(O)O)[CH:69]=[N:68][CH:67]=1. The product is [ClH:2].[Cl:2][C:3]1[CH:8]=[CH:7][C:6]([C:9]2[C:17]3[C:12](=[CH:13][C:14]([O:18][CH2:19][CH2:20][N:21]4[CH2:22][CH2:23][N:24]([S:27]([CH3:30])(=[O:29])=[O:28])[CH2:25][CH2:26]4)=[CH:15][CH:16]=3)[C:11](=[O:31])[C:10]=2[C:70]2[CH:71]=[N:66][CH:67]=[N:68][CH:69]=2)=[CH:5][CH:4]=1. The yield is 0.500. No catalyst specified.